Predict the reaction yield, written as a fraction of the theoretical maximum amount of product (1.0 means a 100% yield; for example, 0.34 means a 34% yield). From a dataset of Reaction yield outcomes from USPTO patents with 853,638 reactions. (1) The reactants are Br[C:2]1[CH:3]=[C:4]([NH:10][C:11]2[CH:19]=[C:14]3[CH2:15][O:16][CH2:17][CH2:18][N:13]3[N:12]=2)[C:5](=[O:9])[N:6]([CH3:8])[CH:7]=1.[B:20]1([B:20]2[O:24][C:23]([CH3:26])([CH3:25])[C:22]([CH3:28])([CH3:27])[O:21]2)[O:24][C:23]([CH3:26])([CH3:25])[C:22]([CH3:28])([CH3:27])[O:21]1.C([O-])(=O)C.[K+]. The catalyst is C1C=CC(P(C2C=CC=CC=2)[C-]2C=CC=C2)=CC=1.C1C=CC(P(C2C=CC=CC=2)[C-]2C=CC=C2)=CC=1.Cl[Pd]Cl.[Fe+2].O1CCOCC1. The product is [N:12]1[N:13]2[C:14]([CH2:15][O:16][CH2:17][CH2:18]2)=[CH:19][C:11]=1[NH:10][C:4]1[C:5](=[O:9])[N:6]([CH3:8])[CH:7]=[C:2]([B:20]2[O:24][C:23]([CH3:26])([CH3:25])[C:22]([CH3:28])([CH3:27])[O:21]2)[CH:3]=1. The yield is 0.300. (2) The reactants are [CH3:1][O:2][C:3]1[CH:4]=[C:5]([NH2:15])[CH:6]=[CH:7][C:8]=1[N:9]1[CH:13]=[C:12]([CH3:14])[N:11]=[CH:10]1.Cl[C:17]1[N:22]=[C:21]([CH3:23])[CH:20]=[C:19]([O:24][CH:25]2[CH2:28][O:27][CH2:26]2)[N:18]=1.C(=O)([O-])[O-].[K+].[K+]. No catalyst specified. The product is [CH3:1][O:2][C:3]1[CH:4]=[C:5]([NH:15][C:17]2[N:22]=[C:21]([CH3:23])[CH:20]=[C:19]([O:24][CH:25]3[CH2:26][O:27][CH2:28]3)[N:18]=2)[CH:6]=[CH:7][C:8]=1[N:9]1[CH:13]=[C:12]([CH3:14])[N:11]=[CH:10]1. The yield is 0.270. (3) The reactants are C1(P(C2C=CC=CC=2)C2C3OC4C(=CC=CC=4P(C4C=CC=CC=4)C4C=CC=CC=4)C(C)(C)C=3C=CC=2)C=CC=CC=1.Br[C:44]1[CH:45]=[N:46][CH:47]=[CH:48][C:49]=1[CH2:50][O:51][C:52]1[CH:53]=[N:54][C:55]([N:58]2[CH2:63][CH2:62][N:61]([C:64]3[N:68]=[C:67]([CH:69]([CH3:71])[CH3:70])[O:66][N:65]=3)[CH2:60][C@H:59]2[CH3:72])=[N:56][CH:57]=1.O.C[C:75]([N:77](C)C)=O. The catalyst is C1C=CC(/C=C/C(/C=C/C2C=CC=CC=2)=O)=CC=1.C1C=CC(/C=C/C(/C=C/C2C=CC=CC=2)=O)=CC=1.C1C=CC(/C=C/C(/C=C/C2C=CC=CC=2)=O)=CC=1.[Pd].[Pd].[Zn].[C-]#N.[Zn+2].[C-]#N. The product is [CH:69]([C:67]1[O:66][N:65]=[C:64]([N:61]2[CH2:62][CH2:63][N:58]([C:55]3[N:54]=[CH:53][C:52]([O:51][CH2:50][C:49]4[C:44]([C:75]#[N:77])=[CH:45][N:46]=[CH:47][CH:48]=4)=[CH:57][N:56]=3)[C@H:59]([CH3:72])[CH2:60]2)[N:68]=1)([CH3:71])[CH3:70]. The yield is 0.710.